Dataset: Catalyst prediction with 721,799 reactions and 888 catalyst types from USPTO. Task: Predict which catalyst facilitates the given reaction. Reactant: [CH3:1][C:2]1[C:7]([C:8]([F:11])([F:10])[F:9])=[CH:6][CH:5]=[CH:4][C:3]=1[CH2:12][N:13]1[C:17]2[CH:18]=[C:19]([N:26]3[CH2:31][CH2:30][O:29][CH2:28][CH2:27]3)[CH:20]=[C:21]([C:22]([O:24]C)=[O:23])[C:16]=2[N:15]=[C:14]1[C:32]([F:35])([F:34])[F:33].[OH-].[Li+]. The catalyst class is: 1. Product: [CH3:1][C:2]1[C:7]([C:8]([F:9])([F:11])[F:10])=[CH:6][CH:5]=[CH:4][C:3]=1[CH2:12][N:13]1[C:17]2[CH:18]=[C:19]([N:26]3[CH2:31][CH2:30][O:29][CH2:28][CH2:27]3)[CH:20]=[C:21]([C:22]([OH:24])=[O:23])[C:16]=2[N:15]=[C:14]1[C:32]([F:34])([F:33])[F:35].